This data is from Full USPTO retrosynthesis dataset with 1.9M reactions from patents (1976-2016). The task is: Predict the reactants needed to synthesize the given product. (1) Given the product [CH3:28][C:26]1[CH:25]=[CH:24][N:23]=[C:22]([NH:21][C:19]2[S:20][C:14]3[CH2:13][CH2:12][CH:11]([C:29]([F:31])([F:32])[F:30])[C:10]4[NH:9][N:8]=[CH:17][C:16]=4[C:15]=3[N:18]=2)[N:27]=1, predict the reactants needed to synthesize it. The reactants are: COC1C=CC(C[N:8]2[CH:17]=[C:16]3[C:10]([CH:11]([C:29]([F:32])([F:31])[F:30])[CH2:12][CH2:13][C:14]4[S:20][C:19]([NH:21][C:22]5[N:27]=[C:26]([CH3:28])[CH:25]=[CH:24][N:23]=5)=[N:18][C:15]=43)=[N:9]2)=CC=1. (2) Given the product [CH3:15][C@H:10]1[CH2:11][O:12][CH2:13][CH2:14][N:9]1[C:7]1[CH:8]=[C:3]([CH2:2][O:1][S:40]([CH3:39])(=[O:42])=[O:41])[N:4]=[C:5]([C:16]2[CH:17]=[CH:18][C:19]([NH:22][C:23]([NH:25][C:26]3[CH:27]=[CH:28][CH:29]=[CH:30][CH:31]=3)=[O:24])=[CH:20][CH:21]=2)[N:6]=1, predict the reactants needed to synthesize it. The reactants are: [OH:1][CH2:2][C:3]1[CH:8]=[C:7]([N:9]2[CH2:14][CH2:13][O:12][CH2:11][C@@H:10]2[CH3:15])[N:6]=[C:5]([C:16]2[CH:21]=[CH:20][C:19]([NH:22][C:23]([NH:25][C:26]3[CH:31]=[CH:30][CH:29]=[CH:28][CH:27]=3)=[O:24])=[CH:18][CH:17]=2)[N:4]=1.C(N(CC)CC)C.[CH3:39][S:40](Cl)(=[O:42])=[O:41].